Dataset: Peptide-MHC class I binding affinity with 185,985 pairs from IEDB/IMGT. Task: Regression. Given a peptide amino acid sequence and an MHC pseudo amino acid sequence, predict their binding affinity value. This is MHC class I binding data. (1) The peptide sequence is SFLHWFHHL. The MHC is HLA-A23:01 with pseudo-sequence HLA-A23:01. The binding affinity (normalized) is 1.00. (2) The peptide sequence is ASSEVAVLY. The MHC is HLA-A01:01 with pseudo-sequence HLA-A01:01. The binding affinity (normalized) is 0.733. (3) The peptide sequence is ITATIEGRK. The MHC is HLA-A02:06 with pseudo-sequence HLA-A02:06. The binding affinity (normalized) is 0. (4) The peptide sequence is IQFPTAFEF. The MHC is Mamu-B52 with pseudo-sequence Mamu-B52. The binding affinity (normalized) is 0.720. (5) The peptide sequence is GRQEKNPAL. The MHC is HLA-B08:01 with pseudo-sequence HLA-B08:01. The binding affinity (normalized) is 0.0847. (6) The peptide sequence is SWYNIWVNL. The MHC is H-2-Db with pseudo-sequence H-2-Db. The binding affinity (normalized) is 0.00610.